From a dataset of Forward reaction prediction with 1.9M reactions from USPTO patents (1976-2016). Predict the product of the given reaction. Given the reactants N[C:2]1[CH:3]=[CH:4][C:5]2[NH:10][C:9](=[O:11])[CH2:8][O:7][C:6]=2[CH:12]=1.[ClH:13].N([O-])=O.[Na+].[S:18](=[O:20])=[O:19], predict the reaction product. The product is: [O:11]=[C:9]1[CH2:8][O:7][C:6]2[CH:12]=[C:2]([S:18]([Cl:13])(=[O:20])=[O:19])[CH:3]=[CH:4][C:5]=2[NH:10]1.